This data is from Catalyst prediction with 721,799 reactions and 888 catalyst types from USPTO. The task is: Predict which catalyst facilitates the given reaction. (1) Reactant: [CH3:1][C:2]([O:4][C:5]1[CH:6]=[CH:7][CH:8]=[C:9]2[C:26](=[O:27])[C:14]3[CH:15]=[C:16]([C:23]([OH:25])=[O:24])[CH:17]=[C:18]([O:19][C:20]([CH3:22])=[O:21])[C:13]=3[C:11](=[O:12])[C:10]=12)=[O:3].O.C(N(CC)CC)C.C(OCC)(=O)CCCCC.[K:46]. Product: [K:46].[CH3:1][C:2]([O:4][C:5]1[CH:6]=[CH:7][CH:8]=[C:9]2[C:26](=[O:27])[C:14]3[CH:15]=[C:16]([C:23]([OH:25])=[O:24])[CH:17]=[C:18]([O:19][C:20]([CH3:22])=[O:21])[C:13]=3[C:11](=[O:12])[C:10]=12)=[O:3]. The catalyst class is: 21. (2) Reactant: [CH:1]1[C:10]2[C:5](=[CH:6][CH:7]=[CH:8][CH:9]=2)[CH:4]=[CH:3][C:2]=1[CH2:11][N:12]1[CH2:16][CH:15]2[CH2:17][N:18]([C:20]3[N:25]=[CH:24][CH:23]=[CH:22][C:21]=3[C:26](O)=[O:27])[CH2:19][CH:14]2[CH2:13]1.C1C=CC2[N:37]([OH:38])N=NC=2C=1.CCN=C=N[CH2:44][CH2:45][CH2:46]N(C)C.Cl.CCN([CH:57]([CH3:59])C)C(C)C.CN([CH:63]=[O:64])C. Product: [CH2:63]([O:64][CH:57]([O:38][NH:37][C:26]([C:21]1[CH:22]=[CH:23][CH:24]=[N:25][C:20]=1[N:18]1[CH2:17][CH:15]2[CH:14]([CH2:13][N:12]([CH2:11][C:2]3[CH:3]=[CH:4][C:5]4[C:10](=[CH:9][CH:8]=[CH:7][CH:6]=4)[CH:1]=3)[CH2:16]2)[CH2:19]1)=[O:27])[CH3:59])[CH:45]([CH3:44])[CH3:46]. The catalyst class is: 28. (3) Reactant: [NH2:1][C:2]1=[N:3][C:4](=[O:32])[NH:5]/[C:6]/1=[CH:7]\[C:8]1[CH:13]=[CH:12][C:11]([O:14][CH2:15][C:16]2[CH:21]=[CH:20][C:19]([C:22]([F:25])([F:24])[F:23])=[CH:18][C:17]=2[C:26]([F:29])([F:28])[F:27])=[C:10]([O:30][CH3:31])[CH:9]=1.[CH3:33][N:34]1[CH2:38][CH2:37][CH2:36][CH:35]1[CH2:39][CH2:40]N. Product: [F:29][C:26]([F:27])([F:28])[C:17]1[CH:18]=[C:19]([C:22]([F:25])([F:23])[F:24])[CH:20]=[CH:21][C:16]=1[CH2:15][O:14][C:11]1[CH:12]=[CH:13][C:8](/[CH:7]=[C:6]2/[C:2]([NH:1][CH2:40][CH2:39][CH:35]3[CH2:36][CH2:37][CH2:38][N:34]3[CH3:33])=[N:3][C:4](=[O:32])[NH:5]/2)=[CH:9][C:10]=1[O:30][CH3:31]. The catalyst class is: 5. (4) Reactant: O[CH:2]([C:8]1[CH:9]=[CH:10][C:11]2[N:12]([CH:14]=[CH:15][N:16]=2)[CH:13]=1)[C:3]([O:5][CH2:6][CH3:7])=[O:4].S(Cl)(C)(=O)=O.[CH3:22][N:23]1[CH2:28][CH2:27][NH:26][CH2:25][CH2:24]1.C([O-])(O)=O.[Na+]. Product: [N:16]1[CH:15]=[CH:14][N:12]2[CH:13]=[C:8]([CH:2]([N:26]3[CH2:27][CH2:28][N:23]([CH3:22])[CH2:24][CH2:25]3)[C:3]([O:5][CH2:6][CH3:7])=[O:4])[CH:9]=[CH:10][C:11]=12. The catalyst class is: 2. (5) Reactant: [F:1][C:2]1[CH:7]=[C:6]([C:8]2[CH:13]=[CH:12][CH:11]=[C:10]([F:14])[CH:9]=2)[CH:5]=[C:4]([N+:15]([O-])=O)[C:3]=1[CH3:18]. Product: [F:1][C:2]1[C:3]([CH3:18])=[C:4]([CH:5]=[C:6]([C:8]2[CH:13]=[CH:12][CH:11]=[C:10]([F:14])[CH:9]=2)[CH:7]=1)[NH2:15]. The catalyst class is: 50. (6) Reactant: [Cl:1][C:2]1[CH:7]=[C:6](I)[CH:5]=[C:4]([Cl:9])[N:3]=1.C(=O)([O-])[O-].[K+].[K+].[C:16]([O:20][C:21](=[O:40])[NH:22][CH2:23][C:24]1[CH:29]=[CH:28][C:27](B2OC(C)(C)C(C)(C)O2)=[CH:26][C:25]=1[F:39])([CH3:19])([CH3:18])[CH3:17]. Product: [C:16]([O:20][C:21](=[O:40])[NH:22][CH2:23][C:24]1[CH:29]=[CH:28][C:27]([C:6]2[CH:7]=[C:2]([Cl:1])[N:3]=[C:4]([Cl:9])[CH:5]=2)=[CH:26][C:25]=1[F:39])([CH3:19])([CH3:17])[CH3:18]. The catalyst class is: 455. (7) Reactant: [CH2:1]([O:3][C:4]([C:6]1[S:7][CH:8]=[C:9]([C:11]2[CH:16]=[CH:15][C:14]([C:17]([OH:19])=O)=[CH:13][CH:12]=2)[N:10]=1)=[O:5])[CH3:2].[N:20]1([C:26]2[CH:31]=[CH:30][C:29]([NH2:32])=[CH:28][CH:27]=2)[CH2:25][CH2:24][O:23][CH2:22][CH2:21]1.CN(C(ON1N=NC2C=CC=CC1=2)=[N+](C)C)C.F[P-](F)(F)(F)(F)F.CCN(C(C)C)C(C)C.C([O-])(O)=O.[Na+]. Product: [CH2:1]([O:3][C:4]([C:6]1[S:7][CH:8]=[C:9]([C:11]2[CH:12]=[CH:13][C:14]([C:17](=[O:19])[NH:32][C:29]3[CH:28]=[CH:27][C:26]([N:20]4[CH2:25][CH2:24][O:23][CH2:22][CH2:21]4)=[CH:31][CH:30]=3)=[CH:15][CH:16]=2)[N:10]=1)=[O:5])[CH3:2]. The catalyst class is: 3. (8) Reactant: [F:1][C:2]1[CH:3]=[C:4]([C:8]2[N:12]([S:13]([C:16]3[CH:17]=[N:18][CH:19]=[CH:20][CH:21]=3)(=[O:15])=[O:14])[CH:11]=[C:10]([CH2:22][N:23](C)[C:24](=O)OC(C)(C)C)[CH:9]=2)[CH:5]=[CH:6][CH:7]=1.C(OCC)(=O)C.[ClH:38].C(=O)([O-])O.[Na+]. Product: [ClH:38].[F:1][C:2]1[CH:3]=[C:4]([C:8]2[N:12]([S:13]([C:16]3[CH:17]=[N:18][CH:19]=[CH:20][CH:21]=3)(=[O:14])=[O:15])[CH:11]=[C:10]([CH2:22][NH:23][CH3:24])[CH:9]=2)[CH:5]=[CH:6][CH:7]=1. The catalyst class is: 13.